This data is from Reaction yield outcomes from USPTO patents with 853,638 reactions. The task is: Predict the reaction yield, written as a fraction of the theoretical maximum amount of product (1.0 means a 100% yield; for example, 0.34 means a 34% yield). (1) The reactants are [C:1]([O:5][C:6]([N:8]1[CH2:12][C:11](=O)[CH2:10][C@H:9]1[C:14]([OH:16])=[O:15])=[O:7])([CH3:4])([CH3:3])[CH3:2].O.Cl.[CH2:19]([O:22][NH2:23])[CH:20]=[CH2:21].N1C=CC=CC=1. The catalyst is C(O)C. The product is [CH2:19]([O:22][N:23]=[C:11]1[CH2:12][N:8]([C:6]([O:5][C:1]([CH3:4])([CH3:3])[CH3:2])=[O:7])[C@H:9]([C:14]([OH:16])=[O:15])[CH2:10]1)[CH:20]=[CH2:21]. The yield is 0.940. (2) The reactants are [Si]([O:8][CH2:9][CH2:10][N:11]1[CH:15]=[C:14]([NH2:16])[CH:13]=[N:12]1)(C(C)(C)C)(C)C.Br[C:18]1[C:19](=[O:26])[N:20]([CH3:25])[CH:21]=[C:22]([Br:24])[N:23]=1. The catalyst is CC(O)C. The product is [Br:24][C:22]1[N:23]=[C:18]([NH:16][C:14]2[CH:13]=[N:12][N:11]([CH2:10][CH2:9][OH:8])[CH:15]=2)[C:19](=[O:26])[N:20]([CH3:25])[CH:21]=1. The yield is 0.780. (3) The reactants are C[Si](C=[N+]=[N-])(C)C.[CH2:8]([Li])CCC.[CH3:13][O:14][C:15](=[O:42])[CH2:16][C:17]1[CH:22]=[CH:21][C:20]([C:23]#[C:24][C:25]2[CH:30]=[C:29]([C:31]([CH3:34])([CH3:33])[CH3:32])[C:28]([O:35][CH:36]([CH3:38])[CH3:37])=[C:27]([CH:39]=O)[C:26]=2[CH3:41])=[CH:19][CH:18]=1. The catalyst is O1CCCC1. The product is [CH3:13][O:14][C:15](=[O:42])[CH2:16][C:17]1[CH:18]=[CH:19][C:20]([C:23]#[C:24][C:25]2[CH:30]=[C:29]([C:31]([CH3:32])([CH3:34])[CH3:33])[C:28]([O:35][CH:36]([CH3:38])[CH3:37])=[C:27]([C:39]#[CH:8])[C:26]=2[CH3:41])=[CH:21][CH:22]=1. The yield is 0.116. (4) The reactants are CN(C(ON1N=NC2C=CC=NC1=2)=[N+](C)C)C.F[P-](F)(F)(F)(F)F.[CH2:25]([O:27][C:28]([CH:30]1[CH2:34][CH2:33][CH:32]([CH2:35][N:36]([CH2:41][C:42]([OH:44])=O)[C:37]([O:39][CH3:40])=[O:38])[NH:31]1)=[O:29])[CH3:26].CN1CCOCC1. The catalyst is CN(C)C=O. The product is [CH3:40][O:39][C:37]([N:36]1[CH2:41][C:42](=[O:44])[N:31]2[CH:30]([C:28]([O:27][CH2:25][CH3:26])=[O:29])[CH2:34][CH2:33][CH:32]2[CH2:35]1)=[O:38]. The yield is 0.760.